Dataset: Experimentally validated miRNA-target interactions with 360,000+ pairs, plus equal number of negative samples. Task: Binary Classification. Given a miRNA mature sequence and a target amino acid sequence, predict their likelihood of interaction. The miRNA is hsa-miR-4801 with sequence UACACAAGAAAACCAAGGCUCA. The protein sequence of the target gene is MAAPSEVAAIAPGEGDGGGGGFGSWLDGRLEALGVDRAVYGAYILGILQEEEEEEKLDALQGILSAFLEEDSLLNICKEIVERWSETQNVVTKVKKEDEVQAIATLIEKQAQIVVKPRMVSEEEKQRKAALLAQYADVTDEEDEADEKDDSGATTMNIGSDKLLFRNTNVEDVLNARKLERDSLRDESQRKKEQDKLQRERDKLAKQERKEKEKKRTQRGERKR. Result: 1 (interaction).